This data is from Full USPTO retrosynthesis dataset with 1.9M reactions from patents (1976-2016). The task is: Predict the reactants needed to synthesize the given product. (1) Given the product [OH:4][C:5]1[C:6]([C:19]2[CH:20]=[C:21]([C:25](=[CH2:29])[C:26]([O:28][CH3:32])=[O:27])[CH:22]=[CH:23][CH:24]=2)=[CH:7][C:8]2[C:9]([CH3:18])([CH3:17])[CH2:10][CH2:11][C:12]([CH3:15])([CH3:16])[C:13]=2[CH:14]=1, predict the reactants needed to synthesize it. The reactants are: COC[O:4][C:5]1[C:6]([C:19]2[CH:20]=[C:21]([C:25](=[CH2:29])[C:26]([OH:28])=[O:27])[CH:22]=[CH:23][CH:24]=2)=[CH:7][C:8]2[C:9]([CH3:18])([CH3:17])[CH2:10][CH2:11][C:12]([CH3:16])([CH3:15])[C:13]=2[CH:14]=1.CO.[CH2:32]1COCC1.S(=O)(=O)(O)O. (2) Given the product [CH2:19]([O:1][C:2]1[CH:12]=[CH:11][CH:10]=[CH:9][C:3]=1[C:4]([N:6]([CH3:8])[CH3:7])=[O:5])[C:20]1[CH:25]=[CH:24][CH:23]=[CH:22][CH:21]=1, predict the reactants needed to synthesize it. The reactants are: [OH:1][C:2]1[CH:12]=[CH:11][CH:10]=[CH:9][C:3]=1[C:4]([N:6]([CH3:8])[CH3:7])=[O:5].C([O-])([O-])=O.[K+].[K+].[CH2:19](Cl)[C:20]1[CH:25]=[CH:24][CH:23]=[CH:22][CH:21]=1.